This data is from Peptide-MHC class I binding affinity with 185,985 pairs from IEDB/IMGT. The task is: Regression. Given a peptide amino acid sequence and an MHC pseudo amino acid sequence, predict their binding affinity value. This is MHC class I binding data. (1) The peptide sequence is RTYSGPMNKV. The MHC is HLA-A02:01 with pseudo-sequence HLA-A02:01. The binding affinity (normalized) is 0.471. (2) The peptide sequence is PQNGQFIHF. The MHC is HLA-B07:02 with pseudo-sequence HLA-B07:02. The binding affinity (normalized) is 0. (3) The peptide sequence is YLVKYPNL. The MHC is H-2-Kb with pseudo-sequence H-2-Kb. The binding affinity (normalized) is 0.338. (4) The peptide sequence is LVAEMDGIQY. The MHC is HLA-A26:01 with pseudo-sequence HLA-A26:01. The binding affinity (normalized) is 0.460. (5) The peptide sequence is VMPKTGLLII. The MHC is HLA-A24:02 with pseudo-sequence HLA-A24:02. The binding affinity (normalized) is 0.507. (6) The peptide sequence is RQMKSGGRF. The MHC is HLA-B07:02 with pseudo-sequence HLA-B07:02. The binding affinity (normalized) is 0.0847. (7) The peptide sequence is ATFRLECPY. The MHC is HLA-B57:01 with pseudo-sequence HLA-B57:01. The binding affinity (normalized) is 0.463.